Dataset: NCI-60 drug combinations with 297,098 pairs across 59 cell lines. Task: Regression. Given two drug SMILES strings and cell line genomic features, predict the synergy score measuring deviation from expected non-interaction effect. (1) Drug 1: CC1C(C(=O)NC(C(=O)N2CCCC2C(=O)N(CC(=O)N(C(C(=O)O1)C(C)C)C)C)C(C)C)NC(=O)C3=C4C(=C(C=C3)C)OC5=C(C(=O)C(=C(C5=N4)C(=O)NC6C(OC(=O)C(N(C(=O)CN(C(=O)C7CCCN7C(=O)C(NC6=O)C(C)C)C)C)C(C)C)C)N)C. Drug 2: C1=NC2=C(N1)C(=S)N=CN2. Cell line: EKVX. Synergy scores: CSS=6.42, Synergy_ZIP=-3.16, Synergy_Bliss=-0.677, Synergy_Loewe=-0.667, Synergy_HSA=-0.529. (2) Drug 1: CC12CCC(CC1=CCC3C2CCC4(C3CC=C4C5=CN=CC=C5)C)O. Drug 2: C1=NC2=C(N=C(N=C2N1C3C(C(C(O3)CO)O)O)F)N. Cell line: SK-MEL-5. Synergy scores: CSS=-2.85, Synergy_ZIP=-1.59, Synergy_Bliss=-5.68, Synergy_Loewe=-7.31, Synergy_HSA=-7.22.